From a dataset of Catalyst prediction with 721,799 reactions and 888 catalyst types from USPTO. Predict which catalyst facilitates the given reaction. Reactant: Cl.[CH:2]12[NH:9][CH:6]([CH2:7][CH2:8]1)[CH2:5][O:4][CH2:3]2.[Cl:10][C:11]1[N:12]=[C:13](Cl)[C:14]2[C:19]([C:20]3[CH:25]=[CH:24][CH:23]=[CH:22][CH:21]=3)=[CH:18][S:17][C:15]=2[N:16]=1.C(N(CC)CC)C.C(Cl)Cl. Product: [Cl:10][C:11]1[N:12]=[C:13]([N:9]2[CH:6]3[CH2:7][CH2:8][CH:2]2[CH2:3][O:4][CH2:5]3)[C:14]2[C:19]([C:20]3[CH:25]=[CH:24][CH:23]=[CH:22][CH:21]=3)=[CH:18][S:17][C:15]=2[N:16]=1. The catalyst class is: 8.